Predict the product of the given reaction. From a dataset of Forward reaction prediction with 1.9M reactions from USPTO patents (1976-2016). (1) Given the reactants Cl[C:2]1[CH:7]=[CH:6][C:5]([O:8][CH3:9])=[CH:4][C:3]=1[NH:10][C:11]1[C:12]([C:17]([F:20])([F:19])[F:18])=[N:13][CH:14]=[CH:15][CH:16]=1.F[B-](F)(F)F.C([PH+](C(C)(C)C)C(C)(C)C)(C)(C)C.C(=O)([O-])[O-].[K+].[K+], predict the reaction product. The product is: [CH3:9][O:8][C:5]1[CH:4]=[C:3]2[C:2]([C:16]3[CH:15]=[CH:14][N:13]=[C:12]([C:17]([F:20])([F:19])[F:18])[C:11]=3[NH:10]2)=[CH:7][CH:6]=1. (2) The product is: [NH2:20][C:18]1[CH:17]=[CH:16][CH:15]=[C:14]2[C:19]=1[C:11]([S:8]([C:5]1[CH:4]=[CH:3][C:2]([Cl:1])=[CH:7][CH:6]=1)(=[O:10])=[O:9])=[C:12]([CH3:27])[N:13]2[CH2:48][C:49]([O:51][CH2:52][CH3:53])=[O:50]. Given the reactants [Cl:1][C:2]1[CH:7]=[CH:6][C:5]([S:8]([CH:11]2[C:19]3[C:14](=[CH:15][CH:16]=[CH:17][C:18]=3[N+:20]([O-])=O)[NH:13][C:12]2([CH3:27])CC(O)=O)(=[O:10])=[O:9])=[CH:4][CH:3]=1.ClC1C=CC(S(C2C3C(=CC=C(C)C=3)N([CH2:48][C:49]([O:51][CH2:52][CH3:53])=[O:50])C=2C)(=O)=O)=CC=1, predict the reaction product. (3) Given the reactants [Cl:1][C:2]1[CH:3]=[C:4]2[C:9](=[CH:10][CH:11]=1)[CH:8]=[C:7]([S:12]([N:15]1[CH2:20][CH2:19][N:18]([C:21]3[N:26]=[CH:25][C:24]([C:27]4[CH:32]=[CH:31][N:30]=[CH:29][CH:28]=4)=[CH:23][N:22]=3)[CH:17]([CH2:33][C:34](OC)=[O:35])[CH2:16]1)(=[O:14])=[O:13])[CH:6]=[CH:5]2.[OH-:38].[Na+].O.Cl, predict the reaction product. The product is: [ClH:1].[Cl:1][C:2]1[CH:3]=[C:4]2[C:9](=[CH:10][CH:11]=1)[CH:8]=[C:7]([S:12]([N:15]1[CH2:20][CH2:19][N:18]([C:21]3[N:22]=[CH:23][C:24]([C:27]4[CH:32]=[CH:31][N:30]=[CH:29][CH:28]=4)=[CH:25][N:26]=3)[CH:17]([CH2:33][C:34]([N:15]3[CH2:20][CH2:19][O:38][CH2:17][CH2:16]3)=[O:35])[CH2:16]1)(=[O:13])=[O:14])[CH:6]=[CH:5]2. (4) Given the reactants [F:1][C:2]1[CH:3]=[C:4]([C:9]2[CH:14]=[CH:13][C:12]([C:15]([NH:17][C@@H:18]([C:30]([O:32][CH2:33][C:34]3[CH:39]=[CH:38][CH:37]=[CH:36][CH:35]=3)=[O:31])[CH2:19][C:20]([O:22][CH2:23][C:24]3[CH:29]=[CH:28][CH:27]=[CH:26][CH:25]=3)=[O:21])=[O:16])=[C:11]([N+:40]([O-])=O)[CH:10]=2)[CH:5]=[CH:6][C:7]=1[F:8].[H][H], predict the reaction product. The product is: [NH2:40][C:11]1[CH:10]=[C:9]([C:4]2[CH:5]=[CH:6][C:7]([F:8])=[C:2]([F:1])[CH:3]=2)[CH:14]=[CH:13][C:12]=1[C:15]([NH:17][C@@H:18]([C:30]([O:32][CH2:33][C:34]1[CH:35]=[CH:36][CH:37]=[CH:38][CH:39]=1)=[O:31])[CH2:19][C:20]([O:22][CH2:23][C:24]1[CH:25]=[CH:26][CH:27]=[CH:28][CH:29]=1)=[O:21])=[O:16]. (5) Given the reactants Br[C:2]1[CH:23]=[CH:22][C:5]([C:6]([NH:8][S:9]([C:12]2[CH:17]=[CH:16][CH:15]=[CH:14][C:13]=2[S:18](=[O:21])(=[O:20])[NH2:19])(=[O:11])=[O:10])=[O:7])=[CH:4][N:3]=1.[CH3:24][CH:25]([CH3:28])[C:26]#[CH:27], predict the reaction product. The product is: [CH3:24][CH:25]([CH3:28])[C:26]#[C:27][C:2]1[CH:23]=[CH:22][C:5]([C:6]([NH:8][S:9]([C:12]2[CH:17]=[CH:16][CH:15]=[CH:14][C:13]=2[S:18](=[O:21])(=[O:20])[NH2:19])(=[O:11])=[O:10])=[O:7])=[CH:4][N:3]=1. (6) Given the reactants [CH2:1]1[C:3]2([CH2:8][C:7](=[O:9])[CH2:6][CH2:5][NH:4]2)[CH2:2]1.[CH3:10][C:11]([O:14][C:15](O[C:15]([O:14][C:11]([CH3:13])([CH3:12])[CH3:10])=[O:16])=[O:16])([CH3:13])[CH3:12].C([O-])(O)=O.[Na+], predict the reaction product. The product is: [O:9]=[C:7]1[CH2:8][C:3]2([CH2:2][CH2:1]2)[N:4]([C:15]([O:14][C:11]([CH3:13])([CH3:12])[CH3:10])=[O:16])[CH2:5][CH2:6]1. (7) Given the reactants Cl[CH:2]([CH2:7][C:8]1[CH:13]=[CH:12][CH:11]=[C:10]([C:14]([F:17])([F:16])[F:15])[CH:9]=1)[C:3](OC)=[O:4].[NH2:18][C:19]([NH2:21])=[S:20].CC([O-])=O.[Na+], predict the reaction product. The product is: [F:15][C:14]([F:17])([F:16])[C:10]1[CH:9]=[C:8]([CH:13]=[CH:12][CH:11]=1)[CH2:7][CH:2]1[S:20][C:19]([NH2:21])=[N:18][C:3]1=[O:4]. (8) Given the reactants Cl[C:2]1[CH:3]=[C:4]([C:22]2[N:27]=[C:26]([C:28]3[CH:33]=[CH:32][CH:31]=[CH:30][CH:29]=3)[N:25]=[C:24]([C:34]3[CH:39]=[CH:38][CH:37]=[CH:36][CH:35]=3)[N:23]=2)[CH:5]=[C:6]([C:8]2[C:9]3[C:14]([C:15]4[CH:16]=[CH:17][CH:18]=[CH:19][C:20]=4[CH:21]=2)=[CH:13][CH:12]=[CH:11][CH:10]=3)[CH:7]=1.[CH3:55][C:50]1([CH3:56])[C:51]([CH3:54])([CH3:53])[O:52][B:48]([B:48]2[O:52][C:51]([CH3:54])([CH3:53])[C:50]([CH3:56])([CH3:55])[O:49]2)[O:49]1.C1(P(C2CCCCC2)C2C=CC=CC=2C2C(C(C)C)=CC(C(C)C)=CC=2C(C)C)CCCCC1.C([O-])(=O)C.[K+], predict the reaction product. The product is: [C:28]1([C:26]2[N:25]=[C:24]([C:34]3[CH:39]=[CH:38][CH:37]=[CH:36][CH:35]=3)[N:23]=[C:22]([C:4]3[CH:5]=[C:6]([C:8]4[C:9]5[C:14]([C:15]6[CH:16]=[CH:17][CH:18]=[CH:19][C:20]=6[CH:21]=4)=[CH:13][CH:12]=[CH:11][CH:10]=5)[CH:7]=[C:2]([B:48]4[O:49][C:50]([CH3:55])([CH3:56])[C:51]([CH3:53])([CH3:54])[O:52]4)[CH:3]=3)[N:27]=2)[CH:29]=[CH:30][CH:31]=[CH:32][CH:33]=1. (9) Given the reactants [NH2:1][C:2]1[S:3][C:4]2[C:9]([NH:10][C@H:11]([CH2:14][CH2:15][CH3:16])[CH2:12][OH:13])=[N:8][C:7]([S:17]CC3C=CC=CC=3)=[N:6][C:5]=2[N:25]=1.[Na], predict the reaction product. The product is: [NH2:1][C:2]1[S:3][C:4]2[C:9]([NH:10][C@H:11]([CH2:14][CH2:15][CH3:16])[CH2:12][OH:13])=[N:8][C:7]([SH:17])=[N:6][C:5]=2[N:25]=1. (10) Given the reactants F[C:2]1[CH:9]=[CH:8][C:5]([CH:6]=[O:7])=[CH:4][CH:3]=1.[CH3:10][CH:11]1[CH2:16][NH:15][CH2:14][CH:13]([CH3:17])[NH:12]1.C([O-])([O-])=O.[K+].[K+], predict the reaction product. The product is: [CH3:10][CH:11]1[NH:12][CH:13]([CH3:17])[CH2:14][N:15]([C:2]2[CH:9]=[CH:8][C:5]([CH:6]=[O:7])=[CH:4][CH:3]=2)[CH2:16]1.